From a dataset of Forward reaction prediction with 1.9M reactions from USPTO patents (1976-2016). Predict the product of the given reaction. (1) Given the reactants [NH2:1][C:2]1[C:7]([CH3:8])=[CH:6][CH:5]=[CH:4][C:3]=1[OH:9].Cl[CH2:11][C:12]#[N:13].C([O-])([O-])=O.[K+].[K+].CC(C)=O, predict the reaction product. The product is: [NH2:1][C:2]1[C:7]([CH3:8])=[CH:6][CH:5]=[CH:4][C:3]=1[O:9][CH2:11][C:12]#[N:13]. (2) Given the reactants [CH2:1]([O:5][CH2:6][CH2:7][O:8][C:9]1[CH:14]=[CH:13][C:12]([C:15]2[CH:16]=[CH:17][C:18]3[N:24]([CH2:25][CH:26]([CH3:28])[CH3:27])[CH2:23][CH2:22][C:21]([C:29]([NH:31][C:32]4[CH:37]=[CH:36][C:35]([S:38][C:39]5[N:44]6[CH:45]=[C:46]([CH3:48])[N:47]=[C:43]6[CH:42]=[CH:41][CH:40]=5)=[CH:34][CH:33]=4)=[O:30])=[CH:20][C:19]=3[CH:49]=2)=[CH:11][CH:10]=1)[CH2:2][CH2:3][CH3:4].ClC1C=CC=C(C(OO)=[O:58])C=1.S([O-])([O-])(=O)=S.[Na+].[Na+], predict the reaction product. The product is: [CH2:1]([O:5][CH2:6][CH2:7][O:8][C:9]1[CH:14]=[CH:13][C:12]([C:15]2[CH:16]=[CH:17][C:18]3[N:24]([CH2:25][CH:26]([CH3:27])[CH3:28])[CH2:23][CH2:22][C:21]([C:29]([NH:31][C:32]4[CH:33]=[CH:34][C:35]([S:38]([C:39]5[N:44]6[CH:45]=[C:46]([CH3:48])[N:47]=[C:43]6[CH:42]=[CH:41][CH:40]=5)=[O:58])=[CH:36][CH:37]=4)=[O:30])=[CH:20][C:19]=3[CH:49]=2)=[CH:11][CH:10]=1)[CH2:2][CH2:3][CH3:4]. (3) The product is: [OH:2][CH2:3][CH2:4][NH:5][C:6](=[O:24])[C:7]1[CH:12]=[CH:11][C:10]([O:13][CH2:14][CH2:15][CH2:16][CH:17]2[CH2:18][CH2:19][N:20]([C:26]3[N:27]=[N:28][C:29]([O:32][CH:33]([CH3:35])[CH3:34])=[CH:30][CH:31]=3)[CH2:21][CH2:22]2)=[CH:9][C:8]=1[CH3:23]. Given the reactants Cl.[OH:2][CH2:3][CH2:4][NH:5][C:6](=[O:24])[C:7]1[CH:12]=[CH:11][C:10]([O:13][CH2:14][CH2:15][CH2:16][CH:17]2[CH2:22][CH2:21][NH:20][CH2:19][CH2:18]2)=[CH:9][C:8]=1[CH3:23].Cl[C:26]1[N:27]=[N:28][C:29]([O:32][CH:33]([CH3:35])[CH3:34])=[CH:30][CH:31]=1.CC([O-])(C)C.[Na+].C(N1CCN2CCN(CC(C)C)P1N(CC(C)C)CC2)C(C)C, predict the reaction product.